This data is from Catalyst prediction with 721,799 reactions and 888 catalyst types from USPTO. The task is: Predict which catalyst facilitates the given reaction. (1) Reactant: [CH3:1][N:2]([S:21]([C:24]1[S:25][CH:26]=[CH:27][CH:28]=1)(=[O:23])=[O:22])[C:3]1[CH:4]=[CH:5][CH:6]=[C:7]2[C:11]=1[NH:10][C:9]([C:12]1[S:13][CH:14]([CH2:17]C(O)=O)[CH2:15][N:16]=1)=[CH:8]2.[CH2:29]([N:31]([CH2:34]C)CC)C.C1(P(N=[N+]=[N-])(C2C=CC=CC=2)=[O:43])C=CC=CC=1.CN(C)[CH:55]=[O:56]. Product: [CH3:1][N:2]([S:21]([C:24]1[S:25][CH:26]=[CH:27][CH:28]=1)(=[O:22])=[O:23])[C:3]1[CH:4]=[CH:5][CH:6]=[C:7]2[C:11]=1[NH:10][C:9]([C:12]1[S:13][CH:14]([CH2:17][CH2:29][NH:31][C:34](=[O:43])[O:56][CH3:55])[CH2:15][N:16]=1)=[CH:8]2. The catalyst class is: 370. (2) Reactant: COC([C:5]1([CH2:17][C:18]2[CH:23]=[CH:22][C:21]([Cl:24])=[CH:20][CH:19]=2)[CH2:9][CH2:8][C:7]([CH2:11][O:12][CH2:13][O:14][CH3:15])([CH3:10])[C:6]1=[O:16])=O.[OH-].[Na+].O. Product: [Cl:24][C:21]1[CH:20]=[CH:19][C:18]([CH2:17][CH:5]2[C:6](=[O:16])[C:7]([CH2:11][O:12][CH2:13][O:14][CH3:15])([CH3:10])[CH2:8][CH2:9]2)=[CH:23][CH:22]=1. The catalyst class is: 32. (3) Reactant: [C:1](=O)([O-])[O-:2].[K+].[K+].Cl.[C:8]([C:10]1[C:11](O)=[C:12]([C:16]2[N:26]=[CH:25][CH:24]=[CH:23][C:17]=2[C:18]([O:20][CH2:21][CH3:22])=[O:19])[CH:13]=[CH:14][CH:15]=1)#[N:9].IC. Product: [C:8]([C:10]1[CH:11]=[C:12]([C:16]2[N:26]=[CH:25][CH:24]=[CH:23][C:17]=2[C:18]([O:20][CH2:21][CH3:22])=[O:19])[CH:13]=[CH:14][C:15]=1[O:2][CH3:1])#[N:9]. The catalyst class is: 3. (4) Product: [OH:20][C@H:13]([C:14]1[CH:15]=[CH:16][CH:17]=[CH:18][CH:19]=1)[C@H:12]1[CH2:11][CH2:10][C@@H:9]([CH2:21][C:22]2[CH:30]=[CH:29][C:25]([C:26]([N:46]3[CH2:37][CH:36]([C:34]4[N:33]=[CH:32][S:31][CH:35]=4)[CH2:41][CH2:40][CH2:45]3)=[O:28])=[CH:24][CH:23]=2)[N:8]1[C:6]([O:5][C:1]([CH3:2])([CH3:4])[CH3:3])=[O:7]. The catalyst class is: 3. Reactant: [C:1]([O:5][C:6]([N:8]1[C@@H:12]([C@H:13]([OH:20])[C:14]2[CH:19]=[CH:18][CH:17]=[CH:16][CH:15]=2)[CH2:11][CH2:10][C@H:9]1[CH2:21][C:22]1[CH:30]=[CH:29][C:25]([C:26]([OH:28])=O)=[CH:24][CH:23]=1)=[O:7])([CH3:4])([CH3:3])[CH3:2].[S:31]1[CH:35]=[C:34]([CH:36]2[CH2:41][CH2:40]NC[CH2:37]2)[N:33]=[CH:32]1.C1C=[N:46][C:45]2N(O)N=NC=2C=1.C(Cl)CCl.CCN(C(C)C)C(C)C. (5) Reactant: O[Li].O.C[O:5][C:6](=[O:24])[CH:7]([F:23])[C:8]([NH:10][C:11]1[CH:16]=[CH:15][C:14]([C:17]2[CH:22]=[CH:21][CH:20]=[CH:19][CH:18]=2)=[CH:13][CH:12]=1)=[O:9].C1COCC1.O. Product: [C:14]1([C:17]2[CH:18]=[CH:19][CH:20]=[CH:21][CH:22]=2)[CH:13]=[CH:12][C:11]([NH:10][C:8](=[O:9])[CH:7]([F:23])[C:6]([OH:24])=[O:5])=[CH:16][CH:15]=1. The catalyst class is: 5. (6) Reactant: [CH:1]1[C:11]2=[C:12]3[C:7](=[CH:8][CH:9]=[CH:10]2)[CH2:6][CH2:5][CH2:4][N:3]3[CH:2]=1.C([BH3-])#N.[Na+].FC(F)(F)C(OC(=O)C(F)(F)F)=O.[OH-].[K+]. Product: [CH2:1]1[C:11]2=[C:12]3[C:7](=[CH:8][CH:9]=[CH:10]2)[CH2:6][CH2:5][CH2:4][N:3]3[CH2:2]1. The catalyst class is: 24. (7) Reactant: [O:1]1[CH:5]=[CH:4][CH:3]=[C:2]1[C:6]1[N:10]([CH3:11])[N:9]=[C:8]([CH2:12]P(=O)(OCC)OCC)[CH:7]=1.[Li+].C[Si]([N-][Si](C)(C)C)(C)C.[CH3:31][C:32]1[N:37]=[C:36]([N:38]2[CH2:43][CH2:42][C:41](=O)[CH2:40][CH2:39]2)[C:35]([N+:45]([O-:47])=[O:46])=[CH:34][CH:33]=1. Product: [CH3:31][C:32]1[N:37]=[C:36]([N:38]2[CH2:43][CH2:42][C:41](=[CH:12][C:8]3[CH:7]=[C:6]([C:2]4[O:1][CH:5]=[CH:4][CH:3]=4)[N:10]([CH3:11])[N:9]=3)[CH2:40][CH2:39]2)[C:35]([N+:45]([O-:47])=[O:46])=[CH:34][CH:33]=1. The catalyst class is: 1. (8) Reactant: Br[C:2]1[CH:3]=[C:4]([C@H:9]([N:24]([CH3:35])[C:25](=[O:34])[O:26][CH2:27][C:28]2[CH:33]=[CH:32][CH:31]=[CH:30][CH:29]=2)[CH2:10][N:11]2[CH2:15][CH2:14][C@H:13]([O:16][Si:17]([C:20]([CH3:23])([CH3:22])[CH3:21])([CH3:19])[CH3:18])[CH2:12]2)[CH:5]=[CH:6][C:7]=1[F:8].[CH3:36][N:37](C)C=O. Product: [CH2:27]([O:26][C:25](=[O:34])[N:24]([C@@H:9]([C:4]1[CH:5]=[CH:6][C:7]([F:8])=[C:2]([C:36]#[N:37])[CH:3]=1)[CH2:10][N:11]1[CH2:15][CH2:14][C@H:13]([O:16][Si:17]([C:20]([CH3:23])([CH3:22])[CH3:21])([CH3:19])[CH3:18])[CH2:12]1)[CH3:35])[C:28]1[CH:33]=[CH:32][CH:31]=[CH:30][CH:29]=1. The catalyst class is: 380. (9) Reactant: Br[C:2]1[CH:3]=[C:4]2[C:9](=[CH:10][CH:11]=1)[C:8]([Cl:12])=[C:7]([O:13][CH2:14][CH2:15][N:16]1[C:20]([O:21][CH2:22][CH3:23])=[CH:19][C:18]([C:24]3[CH:29]=[CH:28][CH:27]=[CH:26][CH:25]=3)=[N:17]1)[CH:6]=[CH:5]2.F[B-](F)(F)F.F[B-](F)(F)F.ClC[N+]12CC[N+](F)(CC1)[CH2:44][CH2:43]2.[C:51]([O-:54])(O)=O.[Na+]. Product: [Cl:12][C:8]1[CH:9]=[C:4]([C:3]2[CH:2]=[CH:11][C:10]([O:54][CH3:51])=[CH:44][CH:43]=2)[CH:5]=[CH:6][C:7]=1[O:13][CH2:14][CH2:15][N:16]1[C:20]([O:21][CH2:22][CH3:23])=[CH:19][C:18]([C:24]2[CH:25]=[CH:26][CH:27]=[CH:28][CH:29]=2)=[N:17]1. The catalyst class is: 521. (10) Reactant: [CH:1]1([C:4]2[C:5]([N:25]([S:33]([CH3:36])(=[O:35])=[O:34])[CH2:26][CH2:27][CH2:28]/[C:29](=[N:31]/[OH:32])/[NH2:30])=[CH:6][C:7]3[O:11][C:10]([C:12]4[CH:17]=[CH:16][C:15]([F:18])=[CH:14][CH:13]=4)=[C:9]([C:19]4[NH:20][CH:21]=[CH:22][N:23]=4)[C:8]=3[CH:24]=2)[CH2:3][CH2:2]1.[C:37](N1C=CN=C1)([N:39]1[CH:43]=[CH:42][N:41]=[CH:40]1)=[S:38].C(OCC)(=O)C. Product: [N:39]1([C:37]([O:32]/[N:31]=[C:29](\[NH2:30])/[CH2:28][CH2:27][CH2:26][N:25]([C:5]2[C:4]([CH:1]3[CH2:3][CH2:2]3)=[CH:24][C:8]3[C:9]([C:19]4[NH:20][CH:21]=[CH:22][N:23]=4)=[C:10]([C:12]4[CH:17]=[CH:16][C:15]([F:18])=[CH:14][CH:13]=4)[O:11][C:7]=3[CH:6]=2)[S:33]([CH3:36])(=[O:35])=[O:34])=[S:38])[CH:43]=[CH:42][N:41]=[CH:40]1. The catalyst class is: 7.